This data is from Reaction yield outcomes from USPTO patents with 853,638 reactions. The task is: Predict the reaction yield, written as a fraction of the theoretical maximum amount of product (1.0 means a 100% yield; for example, 0.34 means a 34% yield). The reactants are [NH2:1][C:2]1[N:7]2[CH:8]=[C:9]([CH2:11][CH3:12])[N:10]=[C:6]2[C:5]([C:13]([NH:15][CH2:16][CH:17]2[CH2:22][CH2:21][NH:20][CH2:19][CH2:18]2)=[O:14])=[CH:4][C:3]=1[Cl:23].C(N(CC)CC)C.Br[CH2:32][C:33](=[O:38])[C:34]([OH:37])([CH3:36])[CH3:35].C(=O)([O-])[O-].[K+].[K+]. The catalyst is O1CCCC1. The product is [NH2:1][C:2]1[N:7]2[CH:8]=[C:9]([CH2:11][CH3:12])[N:10]=[C:6]2[C:5]([C:13]([NH:15][CH2:16][CH:17]2[CH2:22][CH2:21][N:20]([CH2:32][C:33](=[O:38])[C:34]([OH:37])([CH3:36])[CH3:35])[CH2:19][CH2:18]2)=[O:14])=[CH:4][C:3]=1[Cl:23]. The yield is 0.460.